Dataset: M1 muscarinic receptor antagonist screen with 61,756 compounds. Task: Binary Classification. Given a drug SMILES string, predict its activity (active/inactive) in a high-throughput screening assay against a specified biological target. (1) The drug is O(c1c(C(=O)NC(C)(C)C#C)cccc1)C. The result is 0 (inactive). (2) The molecule is Brc1ccc(OCCSc2sc(nn2)N)cc1. The result is 0 (inactive). (3) The drug is O=C(NC1CCCc2c1cccc2)C1CCN(CC1)Cc1nc(oc1C)c1cc(OC)c(OC)cc1. The result is 0 (inactive).